From a dataset of Reaction yield outcomes from USPTO patents with 853,638 reactions. Predict the reaction yield, written as a fraction of the theoretical maximum amount of product (1.0 means a 100% yield; for example, 0.34 means a 34% yield). (1) The reactants are Br[C:2]1[N:3]=[C:4]2[N:11]([CH2:12][CH3:13])[CH2:10][C:9](=[O:14])[NH:8][C:5]2=[N:6][CH:7]=1.BrCC([NH:19][C:20]1[C:25](Br)=NC(Br)=[CH:22][N:21]=1)=O.C(N([CH:34]([CH3:36])[CH3:35])CC)(C)C.[ClH:37].[CH2:38](N)[CH3:39].C(#[N:43])C. No catalyst specified. The product is [ClH:37].[N:43]1[N:19]=[C:20]([C:25]2[CH:35]=[CH:34][C:36]([C:2]3[N:3]=[C:4]4[N:11]([CH2:12][CH3:13])[CH2:10][C:9](=[O:14])[NH:8][C:5]4=[N:6][CH:7]=3)=[CH:39][CH:38]=2)[NH:21][CH:22]=1. The yield is 0.360. (2) The reactants are [CH3:1][O:2][C:3](=[O:20])[C:4]1[CH:9]=[CH:8][C:7]([CH:10]([C:17]([OH:19])=O)[CH2:11][CH:12]2[CH2:16][CH2:15][CH2:14][CH2:13]2)=[CH:6][CH:5]=1.C(Cl)(=O)C(Cl)=O.[NH2:27][C:28]1[S:29][CH:30]=[CH:31][N:32]=1.C(N(CC)C(C)C)(C)C. The catalyst is C(Cl)Cl.CN(C)C=O.O1CCCC1. The product is [CH3:1][O:2][C:3](=[O:20])[C:4]1[CH:5]=[CH:6][C:7]([CH:10]([C:17](=[O:19])[NH:27][C:28]2[S:29][CH:30]=[CH:31][N:32]=2)[CH2:11][CH:12]2[CH2:13][CH2:14][CH2:15][CH2:16]2)=[CH:8][CH:9]=1. The yield is 0.576. (3) The reactants are [Br:1][C:2]1[CH:3]=[CH:4][C:5]([F:10])=[C:6]([CH:9]=1)[CH:7]=[O:8].[OH-:11].[Na+].OO.Cl. The catalyst is CO. The product is [Br:1][C:2]1[CH:3]=[CH:4][C:5]([F:10])=[C:6]([CH:9]=1)[C:7]([OH:11])=[O:8]. The yield is 0.770. (4) The reactants are [NH2:1][C:2]1[CH:3]=[C:4]([CH:21]=[CH:22][C:23]=1[Cl:24])[O:5][C:6]1[CH:7]=[CH:8][C:9]2[N:10]([CH:12]=[C:13]([NH:15][C:16]([CH:18]3[CH2:20][CH2:19]3)=[O:17])[N:14]=2)[N:11]=1.[F:25][C:26]([F:37])([F:36])[C:27]1[CH:28]=[C:29]([CH:33]=[CH:34][CH:35]=1)[C:30](Cl)=[O:31].C(=O)([O-])O.[Na+]. The catalyst is CN1CCCC1=O. The product is [Cl:24][C:23]1[CH:22]=[CH:21][C:4]([O:5][C:6]2[CH:7]=[CH:8][C:9]3[N:10]([CH:12]=[C:13]([NH:15][C:16]([CH:18]4[CH2:20][CH2:19]4)=[O:17])[N:14]=3)[N:11]=2)=[CH:3][C:2]=1[NH:1][C:30](=[O:31])[C:29]1[CH:33]=[CH:34][CH:35]=[C:27]([C:26]([F:25])([F:36])[F:37])[CH:28]=1. The yield is 0.850. (5) The reactants are [F:1][C:2]1[CH:10]=[C:9]2[C:5]([CH:6]=[N:7][N:8]2[CH3:11])=[CH:4][C:3]=1[CH2:12][C:13]1[N:17]2[N:18]=[C:19]([CH:22]([OH:25])[CH2:23][CH3:24])[CH:20]=[CH:21][C:16]2=[N:15][CH:14]=1.CC(OI1(OC(C)=O)(OC(C)=O)OC(=O)C2C=CC=CC1=2)=O. The catalyst is C(Cl)Cl. The product is [F:1][C:2]1[CH:10]=[C:9]2[C:5]([CH:6]=[N:7][N:8]2[CH3:11])=[CH:4][C:3]=1[CH2:12][C:13]1[N:17]2[N:18]=[C:19]([C:22](=[O:25])[CH2:23][CH3:24])[CH:20]=[CH:21][C:16]2=[N:15][CH:14]=1. The yield is 0.740. (6) The reactants are [Cl:1][C:2]1[CH:7]=[C:6]([C:8]([N:10]2[C:23]3[C:18](=[CH:19][C:20]([Cl:24])=[CH:21][CH:22]=3)[C:12]3([CH2:17][CH2:16][NH:15][CH2:14][CH2:13]3)[CH2:11]2)=[O:9])[CH:5]=[CH:4][N:3]=1.C(N=P1(N(CC)CC)N(C)CCCN1C)(C)(C)C.Br[CH2:44]/[CH:45]=[CH:46]/[C:47]1[CH:52]=[CH:51][CH:50]=[C:49]([Cl:53])[C:48]=1[Cl:54].[I-].[K+]. The product is [Cl:24][C:20]1[CH:19]=[C:18]2[C:12]3([CH2:13][CH2:14][N:15]([CH2:44]/[CH:45]=[CH:46]/[C:47]4[CH:52]=[CH:51][CH:50]=[C:49]([Cl:53])[C:48]=4[Cl:54])[CH2:16][CH2:17]3)[CH2:11][N:10]([C:8]([C:6]3[CH:5]=[CH:4][N:3]=[C:2]([Cl:1])[CH:7]=3)=[O:9])[C:23]2=[CH:22][CH:21]=1. The catalyst is CN(C)C=O. The yield is 0.540. (7) The reactants are [C:1]([C:4]1[O:5][C:6]2[C:12]([O:13][CH3:14])=[CH:11][CH:10]=[CH:9][C:7]=2[CH:8]=1)(=[O:3])[CH3:2].C([O-])(=O)C.[Na+].[Br:20]Br. The catalyst is C(O)(=O)C. The product is [C:1]([C:4]1[O:5][C:6]2[C:12]([O:13][CH3:14])=[CH:11][CH:10]=[C:9]([Br:20])[C:7]=2[CH:8]=1)(=[O:3])[CH3:2]. The yield is 0.750.